This data is from KCNQ2 potassium channel screen with 302,405 compounds. The task is: Binary Classification. Given a drug SMILES string, predict its activity (active/inactive) in a high-throughput screening assay against a specified biological target. (1) The molecule is S(C(C(=O)Nc1ccc(cc1)C(OCC)=O)C)c1[nH]c(=O)c(c2ccccc2)c(O)n1. The result is 0 (inactive). (2) The drug is s1c2nc(cc(c2c(N)c1C(=O)Nc1c(OC)ccc(OC)c1)C(F)(F)F)Cc1ccccc1. The result is 0 (inactive). (3) The compound is s1c(CC(=O)NNC2=c3c(=NC2=O)ccc(OC)c3)ccc1. The result is 0 (inactive). (4) The result is 0 (inactive). The molecule is Fc1c(c2oc(nn2)c2cc([N+]([O-])=O)ccc2)cccc1. (5) The drug is BrC1=C/C(=C/Nn2c(n[nH]c2=S)c2ccccc2)C=CC1=O. The result is 0 (inactive). (6) The molecule is O1C(OC(CCC(=O)C)C)C(O)CC(O)C1C. The result is 0 (inactive).